From a dataset of Full USPTO retrosynthesis dataset with 1.9M reactions from patents (1976-2016). Predict the reactants needed to synthesize the given product. (1) Given the product [F:5][C:4]([F:7])([F:6])[C:3]([C:9]1[CH:38]=[CH:37][C:12]([O:13][C:14]2[CH:15]=[C:16]([CH:34]=[CH:35][CH:36]=2)[CH2:17][N:18]2[C:22](=[O:23])[C:21]([CH3:32])([C:24]3[CH:25]=[N:26][C:27]([S:30]([CH3:31])=[O:44])=[CH:28][CH:29]=3)[NH:20][C:19]2=[O:33])=[C:11]([CH2:39][CH2:40][CH3:41])[CH:10]=1)([OH:8])[C:2]([F:1])([F:42])[F:43], predict the reactants needed to synthesize it. The reactants are: [F:1][C:2]([F:43])([F:42])[C:3]([C:9]1[CH:38]=[CH:37][C:12]([O:13][C:14]2[CH:15]=[C:16]([CH:34]=[CH:35][CH:36]=2)[CH2:17][N:18]2[C:22](=[O:23])[C:21]([CH3:32])([C:24]3[CH:25]=[N:26][C:27]([S:30][CH3:31])=[CH:28][CH:29]=3)[NH:20][C:19]2=[O:33])=[C:11]([CH2:39][CH2:40][CH3:41])[CH:10]=1)([OH:8])[C:4]([F:7])([F:6])[F:5].[OH:44]O.O. (2) Given the product [CH3:27][O:26][C:21]1[CH:22]=[CH:23][CH:24]=[CH:25][C:20]=1[CH2:19][O:18][CH2:17][CH2:16][CH2:15][O:14][C:11]1[CH:12]=[CH:13][C:8]([CH:7]2[CH2:6][CH2:5][N:4]([C:28]([O:30][C:31]([CH3:34])([CH3:33])[CH3:32])=[O:29])[CH2:3][CH:2]2[O:1][CH2:36][C:37]2[CH:42]=[CH:41][C:40]([CH3:43])=[C:39]([O:44][CH2:45][CH2:46][CH2:47][O:48][CH3:49])[CH:38]=2)=[CH:9][CH:10]=1, predict the reactants needed to synthesize it. The reactants are: [OH:1][CH:2]1[CH:7]([C:8]2[CH:13]=[CH:12][C:11]([O:14][CH2:15][CH2:16][CH2:17][O:18][CH2:19][C:20]3[CH:25]=[CH:24][CH:23]=[CH:22][C:21]=3[O:26][CH3:27])=[CH:10][CH:9]=2)[CH2:6][CH2:5][N:4]([C:28]([O:30][C:31]([CH3:34])([CH3:33])[CH3:32])=[O:29])[CH2:3]1.Cl[CH2:36][C:37]1[CH:42]=[CH:41][C:40]([CH3:43])=[C:39]([O:44][CH2:45][CH2:46][CH2:47][O:48][CH3:49])[CH:38]=1.